From a dataset of Peptide-MHC class I binding affinity with 185,985 pairs from IEDB/IMGT. Regression. Given a peptide amino acid sequence and an MHC pseudo amino acid sequence, predict their binding affinity value. This is MHC class I binding data. The peptide sequence is VILNYIPVL. The binding affinity (normalized) is 0.0847. The MHC is HLA-B27:03 with pseudo-sequence HLA-B27:03.